This data is from Forward reaction prediction with 1.9M reactions from USPTO patents (1976-2016). The task is: Predict the product of the given reaction. Given the reactants Br[C:2]1[N:6]([CH:7]([CH3:9])[CH3:8])[C:5]2[CH:10]([C:25]3[CH:30]=[CH:29][C:28]([Cl:31])=[CH:27][CH:26]=3)[N:11]([C:14]3[CH:15]=[C:16]([CH3:24])[C:17]4[N:21]=[N:20][N:19]([CH3:22])[C:18]=4[CH:23]=3)[C:12](=[O:13])[C:4]=2[N:3]=1.[CH3:32][O:33][C:34]1[CH:39]=[CH:38][C:37](B(O)O)=[CH:36][N:35]=1.C([O-])(O)=O.[Na+], predict the reaction product. The product is: [Cl:31][C:28]1[CH:29]=[CH:30][C:25]([CH:10]2[C:5]3[N:6]([CH:7]([CH3:9])[CH3:8])[C:2]([C:37]4[CH:36]=[N:35][C:34]([O:33][CH3:32])=[CH:39][CH:38]=4)=[N:3][C:4]=3[C:12](=[O:13])[N:11]2[C:14]2[CH:15]=[C:16]([CH3:24])[C:17]3[N:21]=[N:20][N:19]([CH3:22])[C:18]=3[CH:23]=2)=[CH:26][CH:27]=1.